This data is from Forward reaction prediction with 1.9M reactions from USPTO patents (1976-2016). The task is: Predict the product of the given reaction. (1) Given the reactants Cl[C:2]1[CH:11]=[CH:10][C:5]([C:6]([O:8][CH3:9])=[O:7])=[C:4]([CH3:12])[CH:3]=1.CN1C(=O)C[CH2:16][CH2:15]1.CC[Mg+].[Br-], predict the reaction product. The product is: [CH2:15]([C:2]1[CH:11]=[CH:10][C:5]([C:6]([O:8][CH3:9])=[O:7])=[C:4]([CH3:12])[CH:3]=1)[CH3:16]. (2) Given the reactants [F:1][C:2]1[CH:33]=[CH:32][CH:31]=[C:30]([F:34])[C:3]=1[CH2:4][O:5][C:6]1[C:7]2[N:8]([C:13]([C:17]3[C:18]([CH3:29])=[N:19][N:20]([CH2:22][C:23]([CH3:28])([N+:25]([O-])=O)[CH3:24])[CH:21]=3)=[C:14]([CH3:16])[N:15]=2)[CH:9]=[C:10]([CH3:12])[CH:11]=1.[H][H].C([OH:39])C, predict the reaction product. The product is: [CH:6]([OH:5])=[O:39].[F:34][C:30]1[CH:31]=[CH:32][CH:33]=[C:2]([F:1])[C:3]=1[CH2:4][O:5][C:6]1[C:7]2[N:8]([C:13]([C:17]3[C:18]([CH3:29])=[N:19][N:20]([CH2:22][C:23]([CH3:28])([NH2:25])[CH3:24])[CH:21]=3)=[C:14]([CH3:16])[N:15]=2)[CH:9]=[C:10]([CH3:12])[CH:11]=1. (3) Given the reactants [CH3:1][O:2][C:3](=[O:23])[CH2:4][CH2:5][O:6][CH:7]1[CH2:12][CH2:11][N:10](C(OCC2C=CC=CC=2)=O)[CH2:9][CH2:8]1, predict the reaction product. The product is: [NH:10]1[CH2:9][CH2:8][CH:7]([O:6][CH2:5][CH2:4][C:3]([O:2][CH3:1])=[O:23])[CH2:12][CH2:11]1. (4) Given the reactants [CH3:1][N:2]1[CH:6]=[C:5]([C:7]2[CH:8]=[C:9]3[CH:15]=[CH:14][NH:13][C:10]3=[N:11][CH:12]=2)[CH:4]=[N:3]1.[I:16]N1C(=O)CCC1=O, predict the reaction product. The product is: [I:16][C:15]1[C:9]2[C:10](=[N:11][CH:12]=[C:7]([C:5]3[CH:4]=[N:3][N:2]([CH3:1])[CH:6]=3)[CH:8]=2)[NH:13][CH:14]=1. (5) Given the reactants COC([C@H]1N2C(=O)C(N)=C(CC3C4C(=CC=CC=4)C=CC=3)C(C3CC3)=C2SC1)=O.[CH3:30][O:31][C:32]([C@H:34]1[N:38]2[C:39](=[O:62])[C:40]([N+:59]([O-])=O)=[C:41]([CH2:53][CH2:54][CH2:55][CH2:56][CH2:57][CH3:58])[C:42]([C:43]3[CH:48]=[CH:47][CH:46]=[C:45]([C:49]([F:52])([F:51])[F:50])[CH:44]=3)=[C:37]2[S:36][CH2:35]1)=[O:33], predict the reaction product. The product is: [CH3:30][O:31][C:32]([C@H:34]1[N:38]2[C:39](=[O:62])[C:40]([NH2:59])=[C:41]([CH2:53][CH2:54][CH2:55][CH2:56][CH2:57][CH3:58])[C:42]([C:43]3[CH:48]=[CH:47][CH:46]=[C:45]([C:49]([F:52])([F:50])[F:51])[CH:44]=3)=[C:37]2[S:36][CH2:35]1)=[O:33].